This data is from Reaction yield outcomes from USPTO patents with 853,638 reactions. The task is: Predict the reaction yield, written as a fraction of the theoretical maximum amount of product (1.0 means a 100% yield; for example, 0.34 means a 34% yield). (1) The reactants are [Cl:1][C:2]1[S:6][C:5]([S:7]([NH2:10])(=[O:9])=[O:8])=[CH:4][CH:3]=1.[NH2:11][C:12]1[CH:17]=[CH:16][C:15]([N:18]2[C:22](=[O:23])[C:21]3[CH:24]=[C:25]([Cl:28])[CH:26]=[CH:27][C:20]=3[C:19]2=[O:29])=[C:14]([CH3:30])[CH:13]=1.[C:31](Cl)(=[O:35])[C:32](Cl)=[O:33]. No catalyst specified. The product is [Cl:1][C:2]1[S:6][C:5]([S:7]([NH:10][C:31](=[O:35])[C:32]([NH:11][C:12]2[CH:17]=[CH:16][C:15]([N:18]3[C:22](=[O:23])[C:21]4[CH:24]=[C:25]([Cl:28])[CH:26]=[CH:27][C:20]=4[C:19]3=[O:29])=[C:14]([CH3:30])[CH:13]=2)=[O:33])(=[O:9])=[O:8])=[CH:4][CH:3]=1. The yield is 0.440. (2) The reactants are [C:1]1([S:7]([N:10]2[C:25]([CH:26]=[CH2:27])=[C:14]3[CH2:15][CH:16]([N:22]([CH3:24])[CH3:23])[C:17]4[CH2:18][O:19][CH:20]=[CH:21][C:12]([C:13]=43)=[CH:11]2)(=[O:9])=[O:8])[CH:6]=[CH:5][CH:4]=[CH:3][CH:2]=1. The catalyst is CO.O1CCCC1.[Pd]. The product is [C:1]1([S:7]([N:10]2[C:25]([CH2:26][CH3:27])=[C:14]3[CH2:15][CH:16]([N:22]([CH3:23])[CH3:24])[C:17]4[CH2:18][O:19][CH:20]=[CH:21][C:12]([C:13]=43)=[CH:11]2)(=[O:9])=[O:8])[CH:6]=[CH:5][CH:4]=[CH:3][CH:2]=1. The yield is 0.00980. (3) The reactants are [CH3:1][O:2][C:3]([C:5]1[S:6][C:7]([C:11]2[CH:16]=[CH:15][CH:14]=[CH:13][CH:12]=2)=[CH:8][C:9]=1[NH2:10])=[O:4].[C:17]1(B(O)O)[CH:22]=[CH:21][CH:20]=[CH:19][CH:18]=1.N1C=CC=CC=1. The catalyst is ClCCl.C([O-])(=O)C.[Cu+2].C([O-])(=O)C. The product is [CH3:1][O:2][C:3]([C:5]1[S:6][C:7]([C:11]2[CH:16]=[CH:15][CH:14]=[CH:13][CH:12]=2)=[CH:8][C:9]=1[NH:10][C:17]1[CH:22]=[CH:21][CH:20]=[CH:19][CH:18]=1)=[O:4]. The yield is 0.330. (4) The reactants are [CH3:1][O:2][C:3]1[CH:4]=[N:5][C:6]2[CH:7]=[CH:8][CH:9]=[C:10]([CH:13]=[O:14])[C:11]=2[N:12]=1.[BH4-].[Na+].C1COCC1.O. The catalyst is CCO. The product is [CH3:1][O:2][C:3]1[CH:4]=[N:5][C:6]2[C:11]([N:12]=1)=[C:10]([CH2:13][OH:14])[CH:9]=[CH:8][CH:7]=2. The yield is 0.950. (5) The reactants are Cl[C:2]1[C:7]([C:8]#[N:9])=[CH:6][N:5]=[C:4]2[C:10]3[CH:16]=[C:15]([N+:17]([O-:19])=[O:18])[CH:14]=[CH:13][C:11]=3[S:12][C:3]=12.C(OCCO)C.Cl.N1C=CC=CC=1.[Br:33][C:34]1[CH:35]=[C:36]([CH:38]=[CH:39][CH:40]=1)[NH2:37]. No catalyst specified. The product is [Br:33][C:34]1[CH:35]=[C:36]([CH:38]=[CH:39][CH:40]=1)[NH:37][C:2]1[C:7]([C:8]#[N:9])=[CH:6][N:5]=[C:4]2[C:10]3[CH:16]=[C:15]([N+:17]([O-:19])=[O:18])[CH:14]=[CH:13][C:11]=3[S:12][C:3]=12. The yield is 0.620.